Dataset: Catalyst prediction with 721,799 reactions and 888 catalyst types from USPTO. Task: Predict which catalyst facilitates the given reaction. (1) Reactant: [CH2:1]([CH:8]1[CH2:13][CH2:12][N:11]([CH2:14][CH2:15][CH2:16][OH:17])[CH2:10][CH2:9]1)[C:2]1[CH:7]=[CH:6][CH:5]=[CH:4][CH:3]=1.[C:18]1([CH3:28])[CH:23]=[CH:22][C:21]([S:24](Cl)(=[O:26])=[O:25])=[CH:20][CH:19]=1. Product: [CH2:1]([CH:8]1[CH2:9][CH2:10][N:11]([CH2:14][CH2:15][CH2:16][O:17][S:24]([C:21]2[CH:22]=[CH:23][C:18]([CH3:28])=[CH:19][CH:20]=2)(=[O:26])=[O:25])[CH2:12][CH2:13]1)[C:2]1[CH:7]=[CH:6][CH:5]=[CH:4][CH:3]=1. The catalyst class is: 2. (2) Reactant: [CH2:1]([N:8]1[C:16]2[C:11](=[CH:12][CH:13]=[C:14]([CH:17]([OH:20])[CH2:18][OH:19])[CH:15]=2)[CH:10]=[N:9]1)[C:2]1[CH:7]=[CH:6][CH:5]=[CH:4][CH:3]=1.CCN(CC)CC.[CH3:28][S:29](Cl)(=[O:31])=[O:30]. Product: [CH2:1]([N:8]1[C:16]2[C:11](=[CH:12][CH:13]=[C:14]([CH:17]([O:20][S:29]([CH3:28])(=[O:31])=[O:30])[CH2:18][O:19][S:29]([CH3:28])(=[O:31])=[O:30])[CH:15]=2)[CH:10]=[N:9]1)[C:2]1[CH:3]=[CH:4][CH:5]=[CH:6][CH:7]=1. The catalyst class is: 2. (3) Reactant: [C:1]([N:4]1[CH:8]=[C:7]([C:9]([O:11][CH3:12])=[O:10])[CH2:6][C@@H:5]1[C:13]([O:15][C:16]([CH3:19])([CH3:18])[CH3:17])=[O:14])(=[O:3])[CH3:2]. Product: [C:1]([N:4]1[CH2:8][C@H:7]([C:9]([O:11][CH3:12])=[O:10])[CH2:6][C@@H:5]1[C:13]([O:15][C:16]([CH3:19])([CH3:18])[CH3:17])=[O:14])(=[O:3])[CH3:2]. The catalyst class is: 227.